Dataset: Catalyst prediction with 721,799 reactions and 888 catalyst types from USPTO. Task: Predict which catalyst facilitates the given reaction. (1) Reactant: CN(C)CCOCCN(C)C.C([Mg]Cl)(C)C.N#N.I[C:20]1[CH:21]=[C:22]([CH:25]=[CH:26][CH:27]=1)[C:23]#[N:24].[N+:28]([C:31]1[C:40]2[C:35](=[CH:36][CH:37]=[CH:38][CH:39]=2)[CH:34]=[CH:33][C:32]=1[CH:41]=[O:42])([O-:30])=[O:29].Cl. Product: [OH:42][CH:41]([C:32]1[CH:33]=[CH:34][C:35]2[C:40](=[CH:39][CH:38]=[CH:37][CH:36]=2)[C:31]=1[N+:28]([O-:30])=[O:29])[C:20]1[CH:21]=[C:22]([CH:25]=[CH:26][CH:27]=1)[C:23]#[N:24]. The catalyst class is: 1. (2) Reactant: [F:1][C:2]1[CH:3]=[C:4]([CH:37]=[C:38]([F:40])[CH:39]=1)[CH2:5][C@@H:6]1[CH2:11][NH:10][CH2:9][CH2:8][N:7]1[C:12]([C:14]1[N:15]=[CH:16][N:17]([C@H:25]2[CH2:30][CH2:29][CH2:28][CH2:27][C@@H:26]2[NH:31][C:32](=[O:36])[O:33][CH2:34][CH3:35])[C:18]=1[C:19]1[CH:24]=[CH:23][CH:22]=[CH:21][CH:20]=1)=[O:13].[C:41]([OH:48])(=[O:47])[CH2:42][CH2:43][C:44]([OH:46])=[O:45]. Product: [C:41]([OH:48])(=[O:47])[CH2:42][CH2:43][C:44]([OH:46])=[O:45].[F:1][C:2]1[CH:3]=[C:4]([CH:37]=[C:38]([F:40])[CH:39]=1)[CH2:5][C@@H:6]1[CH2:11][NH:10][CH2:9][CH2:8][N:7]1[C:12]([C:14]1[N:15]=[CH:16][N:17]([C@H:25]2[CH2:30][CH2:29][CH2:28][CH2:27][C@@H:26]2[NH:31][C:32](=[O:36])[O:33][CH2:34][CH3:35])[C:18]=1[C:19]1[CH:20]=[CH:21][CH:22]=[CH:23][CH:24]=1)=[O:13]. The catalyst class is: 8. (3) Reactant: [N+:1]([C:4]1[CH:13]=[CH:12][C:7]2[NH:8][C:9](=[O:11])[O:10][C:6]=2[CH:5]=1)([O-:3])=[O:2].[CH3:14][CH:15](O)[C:16]1[CH:21]=[CH:20][CH:19]=[CH:18][CH:17]=1.C1(P(C2C=CC=CC=2)C2C=CC=CC=2)C=CC=CC=1.CC(OC(/N=N/C(OC(C)C)=O)=O)C. Product: [N+:1]([C:4]1[CH:13]=[CH:12][C:7]2[N:8]([CH:15]([C:16]3[CH:21]=[CH:20][CH:19]=[CH:18][CH:17]=3)[CH3:14])[C:9](=[O:11])[O:10][C:6]=2[CH:5]=1)([O-:3])=[O:2]. The catalyst class is: 1. (4) Reactant: [OH:1][C@@H:2]1[CH2:6]C[N:4]([C:7]([C:9]2[CH:14]=[CH:13][C:12](OC(F)(F)F)=[CH:11][CH:10]=2)=[O:8])[C@H:3]1[C:20]([NH:22][O:23][CH2:24][C:25]1[CH:30]=[CH:29][CH:28]=[CH:27][CH:26]=1)=[O:21].F[P-](F)(F)(F)(F)F.N1(O[P+](N(C)C)(N(C)C)N(C)C)[C:42]2[CH:43]=[CH:44][CH:45]=[CH:46][C:41]=2N=N1.CCN(C(C)C)C(C)C.O[C@H](C)[C@H](N[C:75]([C:77]1[CH:82]=[CH:81][C:80](C(C2C=CC=CC=2)=O)=[CH:79][CH:78]=1)=O)C(OC)=O.CC[O:94][C:95](C)=[O:96]. Product: [CH2:75]([O:1][C@H:2]([CH3:6])[C@H:3]([NH:4][C:7]([C:9]1[CH:10]=[CH:11][C:12]([C:41]2[CH:42]=[CH:43][C:44]([C:95]([OH:96])=[O:94])=[CH:45][CH:46]=2)=[CH:13][CH:14]=1)=[O:8])[C:20](=[O:21])[NH:22][O:23][CH2:24][C:25]1[CH:26]=[CH:27][CH:28]=[CH:29][CH:30]=1)[C:77]1[CH:82]=[CH:81][CH:80]=[CH:79][CH:78]=1. The catalyst class is: 3. (5) Reactant: [CH3:1][C:2]([O:9][C:10]1[CH:19]=[CH:18][C:17]2[C:16](=[O:20])[CH2:15][CH2:14][CH2:13][C:12]=2[C:11]=1[CH2:21][CH2:22][C:23]1[CH:28]=[CH:27][CH:26]=[CH:25][CH:24]=1)([CH3:8])[C:3](OCC)=[O:4].[H-].[Al+3].[Li+].[H-].[H-].[H-].O.[OH-].[Na+]. Product: [OH:4][CH2:3][C:2]([CH3:8])([CH3:1])[O:9][C:10]1[C:11]([CH2:21][CH2:22][C:23]2[CH:28]=[CH:27][CH:26]=[CH:25][CH:24]=2)=[C:12]2[C:17](=[CH:18][CH:19]=1)[CH:16]([OH:20])[CH2:15][CH2:14][CH2:13]2. The catalyst class is: 365.